This data is from Full USPTO retrosynthesis dataset with 1.9M reactions from patents (1976-2016). The task is: Predict the reactants needed to synthesize the given product. (1) Given the product [F:20][C:21]1[CH:22]=[C:23]([CH:31]=[CH:32][CH:33]=1)[C:24]([NH:26][N:27]([CH:28]([CH3:30])[CH3:29])[C:16](=[O:18])/[CH:15]=[CH:14]/[C:7]1[C:8]2[C:13](=[CH:12][CH:11]=[CH:10][CH:9]=2)[N:5]([CH2:4][CH:3]=[C:2]([CH3:1])[CH3:19])[CH:6]=1)=[O:25], predict the reactants needed to synthesize it. The reactants are: [CH3:1][C:2]([CH3:19])=[CH:3][CH2:4][N:5]1[C:13]2[C:8](=[CH:9][CH:10]=[CH:11][CH:12]=2)[C:7]([CH:14]=[CH:15][C:16]([OH:18])=O)=[CH:6]1.[F:20][C:21]1[CH:22]=[C:23]([CH:31]=[CH:32][CH:33]=1)[C:24]([NH:26][NH:27][CH:28]([CH3:30])[CH3:29])=[O:25].CN(C(ON1N=NC2C=CC=NC1=2)=[N+](C)C)C.F[P-](F)(F)(F)(F)F.C(N(CC)C(C)C)(C)C. (2) The reactants are: [CH3:1][C:2]1[CH:6]=[C:5]([C:7]([O:9][CH2:10][CH3:11])=[O:8])[NH:4][N:3]=1.Cl[C:13]1[N:18]=[CH:17][C:16]([S:19]([NH2:22])(=[O:21])=[O:20])=[CH:15][CH:14]=1.CC(C)([O-])C.[K+]. Given the product [NH2:22][S:19]([C:16]1[CH:15]=[CH:14][C:13]([N:3]2[C:2]([CH3:1])=[CH:6][C:5]([C:7]([O:9][CH2:10][CH3:11])=[O:8])=[N:4]2)=[N:18][CH:17]=1)(=[O:21])=[O:20], predict the reactants needed to synthesize it. (3) Given the product [Cl:34][C:22]1[N:21]=[N:20][C:19]([O:15][CH:13]2[CH2:12][N:11]([C:2]3[CH:3]=[CH:4][C:5]4[C:10](=[CH:9][CH:8]=[CH:7][CH:6]=4)[N:1]=3)[CH2:14]2)=[C:24]([N:25]2[CH2:30][CH2:29][CH:28]([C:31](=[O:33])[CH3:32])[CH2:27][CH2:26]2)[CH:23]=1, predict the reactants needed to synthesize it. The reactants are: [N:1]1[C:10]2[C:5](=[CH:6][CH:7]=[CH:8][CH:9]=2)[CH:4]=[CH:3][C:2]=1[N:11]1[CH2:14][CH:13]([OH:15])[CH2:12]1.[H-].[Na+].Cl[C:19]1[N:20]=[N:21][C:22]([Cl:34])=[CH:23][C:24]=1[N:25]1[CH2:30][CH2:29][CH:28]([C:31](=[O:33])[CH3:32])[CH2:27][CH2:26]1. (4) The reactants are: [Cl:1][CH2:2][C:3]([C:5]1[CH:10]=[CH:9][CH:8]=[CH:7][CH:6]=1)=[O:4].[N:11]1([CH:17]([C:29]2[S:30][CH:31]=[CH:32][CH:33]=2)[C:18]([O:20][C@@H:21]2[CH:26]3[CH2:27][CH2:28][N:23]([CH2:24][CH2:25]3)[CH2:22]2)=[O:19])[CH2:16][CH2:15][CH2:14][CH2:13][CH2:12]1. Given the product [Cl-:1].[O:4]=[C:3]([C:5]1[CH:10]=[CH:9][CH:8]=[CH:7][CH:6]=1)[CH2:2][N+:23]12[CH2:24][CH2:25][CH:26]([CH2:27][CH2:28]1)[C@@H:21]([O:20][C:18](=[O:19])[CH:17]([N:11]1[CH2:12][CH2:13][CH2:14][CH2:15][CH2:16]1)[C:29]1[S:30][CH:31]=[CH:32][CH:33]=1)[CH2:22]2, predict the reactants needed to synthesize it. (5) Given the product [Cl:1][C:2]1[C:3]([C:22]2[S:26][C:25]([C:27]3([O:31][CH2:32][C:33]4[CH:38]=[CH:37][C:36]([O:39][CH3:40])=[CH:35][CH:34]=4)[CH2:30][O:29][CH2:28]3)=[N:24][CH:23]=2)=[C:4]2[CH:10]=[C:9]([C:51]3[CH:50]=[N:49][N:48]([CH2:47][CH2:46][N:41]4[CH2:45][CH2:44][CH2:43][CH2:42]4)[CH:52]=3)[N:8]([S:12]([C:15]3[CH:21]=[CH:20][C:18]([CH3:19])=[CH:17][CH:16]=3)(=[O:14])=[O:13])[C:5]2=[N:6][CH:7]=1, predict the reactants needed to synthesize it. The reactants are: [Cl:1][C:2]1[C:3]([C:22]2[S:26][C:25]([C:27]3([O:31][CH2:32][C:33]4[CH:38]=[CH:37][C:36]([O:39][CH3:40])=[CH:35][CH:34]=4)[CH2:30][O:29][CH2:28]3)=[N:24][CH:23]=2)=[C:4]2[CH:10]=[C:9](I)[N:8]([S:12]([C:15]3[CH:21]=[CH:20][C:18]([CH3:19])=[CH:17][CH:16]=3)(=[O:14])=[O:13])[C:5]2=[N:6][CH:7]=1.[N:41]1([CH2:46][CH2:47][N:48]2[CH:52]=[C:51](B3OC(C)(C)C(C)(C)O3)[CH:50]=[N:49]2)[CH2:45][CH2:44][CH2:43][CH2:42]1.C(=O)(O)[O-]. (6) Given the product [N:19]1[CH:20]=[CH:21][C:16]([CH2:15][NH:14][C:9]2[CH:10]=[CH:11][CH:12]=[CH:13][C:8]=2[C:7]([NH:6][O:5][CH2:4][C:3]2[CH:23]=[CH:24][CH:25]=[CH:26][C:2]=2[C:36]#[C:35][CH2:34][O:33][CH2:32][CH2:31][O:30][C:27](=[O:29])[CH3:28])=[O:22])=[CH:17][CH:18]=1, predict the reactants needed to synthesize it. The reactants are: I[C:2]1[CH:26]=[CH:25][CH:24]=[CH:23][C:3]=1[CH2:4][O:5][NH:6][C:7](=[O:22])[C:8]1[CH:13]=[CH:12][CH:11]=[CH:10][C:9]=1[NH:14][CH2:15][C:16]1[CH:21]=[CH:20][N:19]=[CH:18][CH:17]=1.[C:27]([O:30][CH2:31][CH2:32][O:33][CH2:34][C:35]#[CH:36])(=[O:29])[CH3:28]. (7) Given the product [ClH:40].[NH2:30][C@@H:27]1[CH2:26][CH2:25][C@H:24]([O:23][C:22]2[CH:21]=[CH:20][C:19]([C:17]([NH:16][CH2:15][CH2:14][NH:13][C:11]([C:2]3[CH:3]=[CH:4][C:5]4[C:10](=[CH:9][CH:8]=[CH:7][CH:6]=4)[CH:1]=3)=[O:12])=[O:18])=[CH:39][CH:38]=2)[CH2:29][CH2:28]1, predict the reactants needed to synthesize it. The reactants are: [CH:1]1[C:10]2[C:5](=[CH:6][CH:7]=[CH:8][CH:9]=2)[CH:4]=[CH:3][C:2]=1[C:11]([NH:13][CH2:14][CH2:15][NH:16][C:17]([C:19]1[CH:39]=[CH:38][C:22]([O:23][C@@H:24]2[CH2:29][CH2:28][C@H:27]([NH:30]C(=O)OC(C)(C)C)[CH2:26][CH2:25]2)=[CH:21][CH:20]=1)=[O:18])=[O:12].[ClH:40].C(OCC)(=O)C.